This data is from Peptide-MHC class I binding affinity with 185,985 pairs from IEDB/IMGT. The task is: Regression. Given a peptide amino acid sequence and an MHC pseudo amino acid sequence, predict their binding affinity value. This is MHC class I binding data. (1) The peptide sequence is RLNKRSYLI. The MHC is HLA-A02:02 with pseudo-sequence HLA-A02:02. The binding affinity (normalized) is 0.709. (2) The peptide sequence is MTMLIKAFK. The MHC is HLA-B15:42 with pseudo-sequence HLA-B15:42. The binding affinity (normalized) is 0.213. (3) The peptide sequence is YVGSYASNGI. The MHC is HLA-A02:01 with pseudo-sequence HLA-A02:01. The binding affinity (normalized) is 0.110.